Task: Regression. Given two drug SMILES strings and cell line genomic features, predict the synergy score measuring deviation from expected non-interaction effect.. Dataset: NCI-60 drug combinations with 297,098 pairs across 59 cell lines Drug 1: CS(=O)(=O)OCCCCOS(=O)(=O)C. Drug 2: C1CCC(C(C1)N)N.C(=O)(C(=O)[O-])[O-].[Pt+4]. Cell line: SF-295. Synergy scores: CSS=30.3, Synergy_ZIP=-5.88, Synergy_Bliss=-4.58, Synergy_Loewe=-5.93, Synergy_HSA=-0.618.